Dataset: Forward reaction prediction with 1.9M reactions from USPTO patents (1976-2016). Task: Predict the product of the given reaction. (1) Given the reactants [NH2:1][C:2]1[C:3](Cl)=[CH:4][C:5]([Cl:18])=[C:6]([N:8]2[C:12](=[O:13])[N:11]([CH:14]([F:16])[F:15])[C:10]([CH3:17])=[N:9]2)[CH:7]=1.CCO[C:23]([S-:25])=[S:24].[K+].Cl, predict the reaction product. The product is: [Cl:18][C:5]1[C:6]([N:8]2[C:12](=[O:13])[N:11]([CH:14]([F:16])[F:15])[C:10]([CH3:17])=[N:9]2)=[CH:7][C:2]2[N:1]=[C:23]([SH:25])[S:24][C:3]=2[CH:4]=1. (2) Given the reactants CS(C)=O.[Cl:5][C:6]1[CH:7]=[C:8]([C:13]([C:27]([F:30])([F:29])[F:28])=[CH:14][C:15]([C:17]2[CH:25]=[CH:24][C:20]([C:21]([OH:23])=[O:22])=[C:19]([CH3:26])[CH:18]=2)=O)[CH:9]=[C:10]([Cl:12])[CH:11]=1.C1(C)C=CC=CC=1.[OH2:38].S(O)(O)(=O)=O.[NH2:44]O, predict the reaction product. The product is: [Cl:5][C:6]1[CH:7]=[C:8]([C:13]2([C:27]([F:30])([F:29])[F:28])[O:38][N:44]=[C:15]([C:17]3[CH:25]=[CH:24][C:20]([C:21]([OH:23])=[O:22])=[C:19]([CH3:26])[CH:18]=3)[CH2:14]2)[CH:9]=[C:10]([Cl:12])[CH:11]=1. (3) Given the reactants [CH3:1][CH:2]1[CH2:7][CH2:6][CH2:5][CH:4]([CH3:8])[N:3]1[CH2:9][CH2:10][NH2:11].Cl[C:13]1[N:14]=[N+:15]([O-:23])[C:16]2[CH:22]=[CH:21][CH:20]=[CH:19][C:17]=2[N:18]=1.CCN(CC)CC, predict the reaction product. The product is: [CH3:1][CH:2]1[CH2:7][CH2:6][CH2:5][CH:4]([CH3:8])[N:3]1[CH2:9][CH2:10][NH:11][C:13]1[N:14]=[N+:15]([O-:23])[C:16]2[CH:22]=[CH:21][CH:20]=[CH:19][C:17]=2[N:18]=1. (4) Given the reactants [NH2:1][CH2:2][C:3]1[CH:8]=[CH:7][C:6]([C:9]([CH3:15])([CH3:14])[C:10]([O:12][CH3:13])=[O:11])=[CH:5][CH:4]=1.[C:16](Cl)(=[O:18])[CH3:17], predict the reaction product. The product is: [C:16]([NH:1][CH2:2][C:3]1[CH:4]=[CH:5][C:6]([C:9]([CH3:15])([CH3:14])[C:10]([O:12][CH3:13])=[O:11])=[CH:7][CH:8]=1)(=[O:18])[CH3:17]. (5) Given the reactants [F:1][CH:2]1[C:11](=[O:12])[N:5]2[C:6]([CH3:10])([CH3:9])[O:7][CH2:8][C@H:4]2[CH2:3]1.C[Si]([N-][Si](C)(C)C)(C)C.[Li+].C1C=CC(S(N(S(C2C=CC=CC=2)(=O)=O)[F:33])(=O)=O)=CC=1.[Cl-].[NH4+], predict the reaction product. The product is: [F:1][C:2]1([F:33])[C:11](=[O:12])[N:5]2[C:6]([CH3:10])([CH3:9])[O:7][CH2:8][C@H:4]2[CH2:3]1. (6) The product is: [CH:22]1([N:12]([CH3:17])[C:13]([N:1]2[CH:5]=[C:4]([C:6]3[CH:7]=[N:8][CH:9]=[CH:10][CH:11]=3)[N:3]=[CH:2]2)=[O:36])[CH2:23][CH2:24][CH2:25][CH2:26][CH2:27]1. Given the reactants [NH:1]1[CH:5]=[C:4]([C:6]2[CH:7]=[N:8][CH:9]=[CH:10][CH:11]=2)[N:3]=[CH:2]1.[N:12]1[CH:17]=CC=C[CH:13]=1.ClC(O[C:22]1[CH:27]=[CH:26][CH:25]=[CH:24][CH:23]=1)=O.CNC1CCCCC1.[O:36]1CCCC1, predict the reaction product. (7) Given the reactants [CH3:1][O:2][C:3](=[O:20])[C:4]1[CH:9]=[C:8]([O:10][CH3:11])[C:7]([O:12][CH2:13][CH2:14][CH2:15][Cl:16])=[CH:6][C:5]=1[N+:17]([O-])=O, predict the reaction product. The product is: [CH3:1][O:2][C:3](=[O:20])[C:4]1[CH:9]=[C:8]([O:10][CH3:11])[C:7]([O:12][CH2:13][CH2:14][CH2:15][Cl:16])=[CH:6][C:5]=1[NH2:17]. (8) Given the reactants [NH2:1][C:2]1[S:3][C:4]([C:10]2[C:15]([F:16])=[CH:14][C:13]([C:17]([OH:20])([CH3:19])[CH3:18])=[CH:12][C:11]=2[F:21])=[CH:5][C:6]=1[C:7]([NH2:9])=[O:8].Cl[C:23]1[CH:28]=[CH:27][N:26]=[C:25]([C:29]#[N:30])[N:24]=1, predict the reaction product. The product is: [C:29]([C:25]1[N:26]=[C:27]([NH:1][C:2]2[S:3][C:4]([C:10]3[C:11]([F:21])=[CH:12][C:13]([C:17]([OH:20])([CH3:18])[CH3:19])=[CH:14][C:15]=3[F:16])=[CH:5][C:6]=2[C:7]([NH2:9])=[O:8])[CH:28]=[CH:23][N:24]=1)#[N:30]. (9) Given the reactants [C:1]([O:5][C:6](=[O:18])[N:7]([C:9]1[CH:14]=[C:13]([S:15][CH3:16])[CH:12]=[CH:11][C:10]=1[NH2:17])[CH3:8])([CH3:4])([CH3:3])[CH3:2].[O:19]=[C:20]1[NH:24][C:23](=[O:25])[CH:22]([CH2:26][C:27]2[CH:37]=[CH:36][C:30]([O:31][CH2:32][C:33](O)=[O:34])=[CH:29][CH:28]=2)[S:21]1.C(P(=O)(OCC)OCC)#N, predict the reaction product. The product is: [C:1]([O:5][C:6](=[O:18])[N:7]([C:9]1[CH:14]=[C:13]([S:15][CH3:16])[CH:12]=[CH:11][C:10]=1[NH:17][C:33](=[O:34])[CH2:32][O:31][C:30]1[CH:29]=[CH:28][C:27]([CH2:26][CH:22]2[S:21][C:20](=[O:19])[NH:24][C:23]2=[O:25])=[CH:37][CH:36]=1)[CH3:8])([CH3:4])([CH3:2])[CH3:3]. (10) The product is: [C:1]([O:5][C:6](=[O:36])[CH2:7][O:8][C:9]1[CH:14]=[CH:13][C:12]([C:15]2[C:72]([CH3:71])=[N:68][N:17]([CH3:18])[C:16]=2[CH3:21])=[CH:11][C:10]=1[C:22]#[C:23][C:24]1[CH:29]=[CH:28][CH:27]=[C:26]([S:30]([CH2:33][CH2:34][CH3:35])(=[O:32])=[O:31])[CH:25]=1)([CH3:2])([CH3:4])[CH3:3]. Given the reactants [C:1]([O:5][C:6](=[O:36])[CH2:7][O:8][C:9]1[CH:14]=[CH:13][C:12]([C:15]2S[C:18](C)=[N:17][C:16]=2[CH3:21])=[CH:11][C:10]=1[C:22]#[C:23][C:24]1[CH:29]=[CH:28][CH:27]=[C:26]([S:30]([CH2:33][CH2:34][CH3:35])(=[O:32])=[O:31])[CH:25]=1)([CH3:4])([CH3:3])[CH3:2].C(OC(=O)COC1C=CC(Br)=CC=1C#CC1C=CC=C(S(CCC)(=O)=O)C=1)(C)(C)C.C[N:68]1[C:72](C)=[C:71](B(O)O)C(C)=N1, predict the reaction product.